From a dataset of Reaction yield outcomes from USPTO patents with 853,638 reactions. Predict the reaction yield, written as a fraction of the theoretical maximum amount of product (1.0 means a 100% yield; for example, 0.34 means a 34% yield). (1) The reactants are [Br-:1].[CH2:2]([O:14][CH:15]([CH2:34][O:35][CH2:36][CH2:37][CH2:38][CH2:39][CH2:40][CH2:41][CH2:42][CH2:43][CH2:44][CH2:45][CH2:46][CH3:47])[CH2:16][N+:17]([CH3:33])([CH3:32])[CH2:18][CH2:19][CH2:20][N:21]1C(=O)C2C(=CC=CC=2)C1=O)[CH2:3][CH2:4][CH2:5][CH2:6][CH2:7][CH2:8][CH2:9][CH2:10][CH2:11][CH2:12][CH3:13].NN. The catalyst is C(O)C. The product is [Br-:1].[NH2:21][CH2:20][CH2:19][CH2:18][N+:17]([CH3:33])([CH3:32])[CH2:16][CH:15]([O:14][CH2:2][CH2:3][CH2:4][CH2:5][CH2:6][CH2:7][CH2:8][CH2:9][CH2:10][CH2:11][CH2:12][CH3:13])[CH2:34][O:35][CH2:36][CH2:37][CH2:38][CH2:39][CH2:40][CH2:41][CH2:42][CH2:43][CH2:44][CH2:45][CH2:46][CH3:47]. The yield is 0.770. (2) The reactants are [O:1]1[C:5]2([CH2:10][CH2:9][C:8](=[O:11])[CH2:7][CH2:6]2)[O:4][CH2:3][CH2:2]1.C[Si]([N-][Si](C)(C)C)(C)C.[Na+].[O:22](S(C(F)(F)F)(=O)=O)[S:23]([C:26]([F:29])([F:28])[F:27])(=O)=[O:24]. The catalyst is CCOCC. The product is [F:27][C:26]([F:29])([F:28])[S:23]([O:11][C:8]1[CH2:7][CH2:6][C:5]2([O:4][CH2:3][CH2:2][O:1]2)[CH2:10][CH:9]=1)(=[O:24])=[O:22]. The yield is 0.650. (3) The reactants are [NH2:1][C:2]1[CH:21]=[CH:20][C:5]([O:6][C:7]2[N:12]=[CH:11][N:10]=[C:9]([NH:13][C:14]3[CH:19]=[CH:18][CH:17]=[CH:16][CH:15]=3)[CH:8]=2)=[CH:4][CH:3]=1.[C:22]1([N:28]=[C:29]=[O:30])[CH:27]=[CH:26][CH:25]=[CH:24][CH:23]=1.O. The catalyst is CN(C)C=O.C(OCC)(=O)C.CCCCCC. The product is [C:22]1([NH:28][C:29]([NH:1][C:2]2[CH:21]=[CH:20][C:5]([O:6][C:7]3[CH:8]=[C:9]([NH:13][C:14]4[CH:19]=[CH:18][CH:17]=[CH:16][CH:15]=4)[N:10]=[CH:11][N:12]=3)=[CH:4][CH:3]=2)=[O:30])[CH:27]=[CH:26][CH:25]=[CH:24][CH:23]=1. The yield is 0.870. (4) The reactants are [CH2:1]([O:3][C:4]1[CH:9]=[CH:8][C:7]([C:10]([N:12]2[CH2:17][CH2:16][C:15]3([C:29]4[CH:28]=[N:27][N:26]([CH3:30])[C:25]=4[C:24]4[CH:23]=[CH:22][CH:21]=[CH:20][C:19]=4[O:18]3)[CH2:14][CH2:13]2)=[O:11])=[C:6]([OH:31])[CH:5]=1)[CH3:2].C([O-])([O-])=O.[K+].[K+].I[CH:39]([CH3:41])[CH3:40]. The catalyst is CN(C=O)C. The product is [CH2:1]([O:3][C:4]1[CH:9]=[CH:8][C:7]([C:10]([N:12]2[CH2:13][CH2:14][C:15]3([C:29]4[CH:28]=[N:27][N:26]([CH3:30])[C:25]=4[C:24]4[CH:23]=[CH:22][CH:21]=[CH:20][C:19]=4[O:18]3)[CH2:16][CH2:17]2)=[O:11])=[C:6]([O:31][CH:39]([CH3:41])[CH3:40])[CH:5]=1)[CH3:2]. The yield is 0.330. (5) The reactants are ClC1[C:7]([C:8]([N:10]([CH3:14])[CH2:11][C:12]#[CH:13])=[O:9])=[C:6]([Cl:15])[N:5]=[CH:4]N=1. The catalyst is [N+](C1C=CC=CC=1)([O-])=O. The product is [Cl:15][C:6]1[C:7]2[C:8](=[O:9])[N:10]([CH3:14])[CH2:11][C:12]=2[CH:13]=[CH:4][N:5]=1. The yield is 0.560. (6) The reactants are [F:1][C:2]1[CH:11]=[C:10]([NH:12][S:13]([C:16]2[CH:21]=[CH:20][C:19]([C:22]3[CH:23]=[N:24][C:25]([CH2:28][O:29][CH:30]([CH3:32])[CH3:31])=[N:26][CH:27]=3)=[CH:18][CH:17]=2)(=[O:15])=[O:14])[C:9]([F:33])=[CH:8][C:3]=1C(OC)=O.[OH-:34].[Li+].Cl.[CH3:37][OH:38]. No catalyst specified. The product is [F:33][C:9]1[C:10]([NH:12][S:13]([C:16]2[CH:21]=[CH:20][C:19]([C:22]3[CH:23]=[N:24][C:25]([CH2:28][O:29][CH:30]([CH3:32])[CH3:31])=[N:26][CH:27]=3)=[CH:18][CH:17]=2)(=[O:14])=[O:15])=[CH:11][C:2]([F:1])=[CH:3][C:8]=1[C:37]([OH:38])=[O:34]. The yield is 0.750. (7) The reactants are [C:1]([O:5][C:6]([NH:8][C:9]1[N:10]=[CH:11][C:12]([CH2:15][NH:16][C:17]2[CH:18]=[C:19]([CH:24]=[CH:25][C:26]=2[CH3:27])[C:20]([O:22]C)=[O:21])=[N:13][CH:14]=1)=[O:7])([CH3:4])([CH3:3])[CH3:2].O[Li].O. The catalyst is C1COCC1.CO.O. The product is [C:1]([O:5][C:6]([NH:8][C:9]1[N:10]=[CH:11][C:12]([CH2:15][NH:16][C:17]2[CH:18]=[C:19]([CH:24]=[CH:25][C:26]=2[CH3:27])[C:20]([OH:22])=[O:21])=[N:13][CH:14]=1)=[O:7])([CH3:4])([CH3:3])[CH3:2]. The yield is 0.790.